Dataset: Forward reaction prediction with 1.9M reactions from USPTO patents (1976-2016). Task: Predict the product of the given reaction. (1) Given the reactants [CH2:1]([O:3][C:4]1[C:5]([O:19][CH2:20][C:21]2[CH:26]=[CH:25][C:24]([O:27][CH3:28])=[CH:23][CH:22]=2)=[N:6][CH:7]=[C:8](B2OC(C)(C)C(C)(C)O2)[CH:9]=1)[CH3:2].[CH2:29]([O:36][CH2:37][CH2:38][O:39][C:40]1[CH:45]=[CH:44][C:43]([NH:46][C:47](=[O:58])[CH2:48][C:49]2[CH:54]=[CH:53][C:52](Br)=[C:51]([F:56])[C:50]=2[F:57])=[CH:42][C:41]=1[C:59]([F:62])([F:61])[F:60])[C:30]1[CH:35]=[CH:34][CH:33]=[CH:32][CH:31]=1.C([O-])([O-])=O.[Cs+].[Cs+], predict the reaction product. The product is: [CH2:29]([O:36][CH2:37][CH2:38][O:39][C:40]1[CH:45]=[CH:44][C:43]([NH:46][C:47](=[O:58])[CH2:48][C:49]2[CH:54]=[CH:53][C:52]([C:8]3[CH:7]=[N:6][C:5]([O:19][CH2:20][C:21]4[CH:22]=[CH:23][C:24]([O:27][CH3:28])=[CH:25][CH:26]=4)=[C:4]([O:3][CH2:1][CH3:2])[CH:9]=3)=[C:51]([F:56])[C:50]=2[F:57])=[CH:42][C:41]=1[C:59]([F:61])([F:60])[F:62])[C:30]1[CH:35]=[CH:34][CH:33]=[CH:32][CH:31]=1. (2) Given the reactants C[O-].[Na+].CO.[N+](C1C=CC(S([NH:18][CH:19]([C:26]2[CH:31]=[CH:30][CH:29]=[CH:28][CH:27]=2)[C:20]2[CH:25]=[CH:24][CH:23]=[CH:22][CH:21]=2)(=O)=O)=CC=1)([O-])=O.Cl, predict the reaction product. The product is: [CH:19]([NH2:18])([C:26]1[CH:27]=[CH:28][CH:29]=[CH:30][CH:31]=1)[C:20]1[CH:25]=[CH:24][CH:23]=[CH:22][CH:21]=1. (3) Given the reactants [Br:1][C:2]1[C:3]([O:14][CH3:15])=[C:4]([C:10](=O)[CH2:11][CH3:12])[CH:5]=[C:6]([Cl:9])[C:7]=1[CH3:8].[NH3:16].[BH4-].[Na+], predict the reaction product. The product is: [Br:1][C:2]1[C:3]([O:14][CH3:15])=[C:4]([CH:10]([NH2:16])[CH2:11][CH3:12])[CH:5]=[C:6]([Cl:9])[C:7]=1[CH3:8]. (4) The product is: [Br:1][C:2]1[N:7]=[C:6]([C@@H:8]([N:10]2[CH2:27][CH2:26][N:14]3[C:15](=[O:25])[C:16]([N:19]4[CH:23]=[C:22]([CH3:24])[N:21]=[CH:20]4)=[CH:17][CH:18]=[C:13]3[C:11]2=[O:12])[CH3:9])[CH:5]=[CH:4][CH:3]=1. Given the reactants [Br:1][C:2]1[N:7]=[C:6]([C@@H:8]([NH:10][C:11]([C:13]2[N:14]([CH2:26][CH2:27]O)[C:15](=[O:25])[C:16]([N:19]3[CH:23]=[C:22]([CH3:24])[N:21]=[CH:20]3)=[CH:17][CH:18]=2)=[O:12])[CH3:9])[CH:5]=[CH:4][CH:3]=1.C1C=CC(P(C2C=CC=CC=2)C2C=CC=CC=2)=CC=1.N(C(OC(C)C)=O)=NC(OC(C)C)=O, predict the reaction product. (5) Given the reactants [CH:1]#[C:2][CH:3]([OH:9])[CH2:4][CH2:5][CH2:6][CH2:7][CH3:8].[H-].[Na+].[CH:12]1[CH:17]=[CH:16][C:15]([CH2:18]Br)=[CH:14][CH:13]=1, predict the reaction product. The product is: [CH2:4]([CH:3]([O:9][CH2:18][C:15]1[CH:16]=[CH:17][CH:12]=[CH:13][CH:14]=1)[C:2]#[CH:1])[CH2:5][CH2:6][CH2:7][CH3:8].